From a dataset of Reaction yield outcomes from USPTO patents with 853,638 reactions. Predict the reaction yield, written as a fraction of the theoretical maximum amount of product (1.0 means a 100% yield; for example, 0.34 means a 34% yield). (1) The reactants are [Cl:1][C:2]1[C:11]([O:12][CH:13]([CH3:15])[CH3:14])=[CH:10][C:5]([C:6]([O:8]C)=[O:7])=[CH:4][C:3]=1[O:16][CH:17]([CH3:19])[CH3:18].[OH-].[Na+].Cl. No catalyst specified. The product is [Cl:1][C:2]1[C:11]([O:12][CH:13]([CH3:14])[CH3:15])=[CH:10][C:5]([C:6]([OH:8])=[O:7])=[CH:4][C:3]=1[O:16][CH:17]([CH3:19])[CH3:18]. The yield is 0.660. (2) The reactants are [C:1]([C:3]1[CH:4]=[C:5]([NH:9][C:10]([C:12]2[S:13][CH:14]=[CH:15][CH:16]=2)=[O:11])[CH:6]=[CH:7][CH:8]=1)#[CH:2].Br[C:18]1[CH:19]=[N:20][CH:21]=[C:22]([CH:35]=1)[C:23]([N:25]=[S@@:26]([CH3:34])(=[O:33])[C:27]1[CH:32]=[CH:31][CH:30]=[CH:29][CH:28]=1)=[O:24]. No catalyst specified. The product is [CH3:34][S@:26](=[O:33])([C:27]1[CH:32]=[CH:31][CH:30]=[CH:29][CH:28]=1)=[N:25][C:23](=[O:24])[C:22]1[CH:35]=[C:18]([C:2]#[C:1][C:3]2[CH:8]=[CH:7][CH:6]=[C:5]([NH:9][C:10]([C:12]3[S:13][CH:14]=[CH:15][CH:16]=3)=[O:11])[CH:4]=2)[CH:19]=[N:20][CH:21]=1. The yield is 0.310.